Dataset: Full USPTO retrosynthesis dataset with 1.9M reactions from patents (1976-2016). Task: Predict the reactants needed to synthesize the given product. (1) The reactants are: [N:1]1[CH:6]=[CH:5][C:4]([CH:7]2[CH2:12][CH2:11][N:10]([C:13]([O:15][CH2:16][C:17]3[CH:22]=[CH:21][CH:20]=[CH:19][CH:18]=3)=[O:14])[CH2:9][CH2:8]2)=[CH:3][CH:2]=1.CO[N:25]=[C:26]([C:29]1[CH:34]=[CH:33][C:32]([F:35])=[CH:31][CH:30]=1)[CH2:27]Br.CC(C)([O-])C.[K+].C([O-])(O)=O.[Na+]. Given the product [F:35][C:32]1[CH:33]=[CH:34][C:29]([C:26]2[N:25]=[C:2]3[CH:3]=[C:4]([CH:7]4[CH2:12][CH2:11][N:10]([C:13]([O:15][CH2:16][C:17]5[CH:18]=[CH:19][CH:20]=[CH:21][CH:22]=5)=[O:14])[CH2:9][CH2:8]4)[CH:5]=[CH:6][N:1]3[CH:27]=2)=[CH:30][CH:31]=1, predict the reactants needed to synthesize it. (2) Given the product [CH3:18][C:19]([CH3:24])([CH3:23])[C:20]([NH:22][C:2]1[CH:11]=[C:10]2[C:5]([C:6]([N:13]3[CH2:17][CH2:16][CH2:15][CH2:14]3)=[CH:7][C:8]([CH3:12])=[N:9]2)=[CH:4][CH:3]=1)=[O:21], predict the reactants needed to synthesize it. The reactants are: I[C:2]1[CH:11]=[C:10]2[C:5]([C:6]([N:13]3[CH2:17][CH2:16][CH2:15][CH2:14]3)=[CH:7][C:8]([CH3:12])=[N:9]2)=[CH:4][CH:3]=1.[CH3:18][C:19]([CH3:24])([CH3:23])[C:20]([NH2:22])=[O:21].C(=O)([O-])[O-].[K+].[K+]. (3) Given the product [ClH:37].[CH3:1][N:2]1[CH:6]=[CH:5][N:4]=[C:3]1/[CH:7]=[CH:8]/[C:9]1[C:17]2[C:12](=[CH:13][C:14]([CH:18]=[C:19]3[C:27]4[C:22](=[CH:23][CH:24]=[CH:25][CH:26]=4)[NH:21][C:20]3=[O:28])=[CH:15][CH:16]=2)[NH:11][N:10]=1, predict the reactants needed to synthesize it. The reactants are: [CH3:1][N:2]1[CH:6]=[CH:5][N:4]=[C:3]1/[CH:7]=[CH:8]/[C:9]1[C:17]2[C:12](=[CH:13][C:14](/[CH:18]=[C:19]3/[C:20](=[O:28])[NH:21][C:22]4[C:27]/3=[CH:26][CH:25]=[CH:24][CH:23]=4)=[CH:15][CH:16]=2)[N:11](COCC[Si](C)(C)C)[N:10]=1.[ClH:37]. (4) Given the product [F:19][C:18]([F:21])([F:20])[C:15]1[CH:16]=[CH:17][C:12]([O:11][C:8]2[CH:9]=[CH:10][C:5]([O:4][C:2]([N:31]3[CH2:30][CH2:29][N:28]([CH2:27][C:26]4[CH:34]=[CH:35][C:23]([Cl:22])=[CH:24][CH:25]=4)[CH2:33][CH2:32]3)=[O:3])=[CH:6][CH:7]=2)=[CH:13][CH:14]=1, predict the reactants needed to synthesize it. The reactants are: Cl[C:2]([O:4][C:5]1[CH:10]=[CH:9][C:8]([O:11][C:12]2[CH:17]=[CH:16][C:15]([C:18]([F:21])([F:20])[F:19])=[CH:14][CH:13]=2)=[CH:7][CH:6]=1)=[O:3].[Cl:22][C:23]1[CH:35]=[CH:34][C:26]([CH2:27][N:28]2[CH2:33][CH2:32][NH:31][CH2:30][CH2:29]2)=[CH:25][CH:24]=1.[K+].[Br-].